The task is: Predict the product of the given reaction.. This data is from Forward reaction prediction with 1.9M reactions from USPTO patents (1976-2016). (1) The product is: [Cl:25][C:8]1[C:7]([CH3:26])=[C:6]([C:27](=[O:29])[CH3:28])[C:5]([O:4][CH2:3][CH2:2][N:35]2[CH2:36][CH2:37][C:32]([F:38])([F:31])[CH2:33][CH2:34]2)=[C:10]([O:11][CH2:12][CH2:13][CH:14]([C:16]2[CH:21]=[CH:20][C:19]([F:22])=[CH:18][CH:17]=2)[CH3:15])[C:9]=1[O:23][CH3:24]. Given the reactants Br[CH2:2][CH2:3][O:4][C:5]1[C:10]([O:11][CH2:12][CH2:13][CH:14]([C:16]2[CH:21]=[CH:20][C:19]([F:22])=[CH:18][CH:17]=2)[CH3:15])=[C:9]([O:23][CH3:24])[C:8]([Cl:25])=[C:7]([CH3:26])[C:6]=1[C:27](=[O:29])[CH3:28].Cl.[F:31][C:32]1([F:38])[CH2:37][CH2:36][NH:35][CH2:34][CH2:33]1, predict the reaction product. (2) Given the reactants [C:1]([O:5][C:6]([N:8]1[CH2:13][CH2:12][CH:11]([CH:14]2[C:27]3[CH:26]=[CH:25][C:24](Br)=[CH:23][C:22]=3[O:21][C:20]3[C:15]2=[CH:16][CH:17]=[CH:18][C:19]=3[O:29][CH3:30])[CH2:10][CH2:9]1)=[O:7])([CH3:4])([CH3:3])[CH3:2].BrC1C=CC2C(C3CC[N:49](C(=O)C(F)(F)F)[CH2:48]C3)C3C(OC=2C=1)=CC=CC=3, predict the reaction product. The product is: [C:1]([O:5][C:6]([N:8]1[CH2:13][CH2:12][CH:11]([CH:14]2[C:27]3[CH:26]=[CH:25][C:24]([C:48]#[N:49])=[CH:23][C:22]=3[O:21][C:20]3[C:15]2=[CH:16][CH:17]=[CH:18][C:19]=3[O:29][CH3:30])[CH2:10][CH2:9]1)=[O:7])([CH3:4])([CH3:3])[CH3:2]. (3) The product is: [NH2:19][C:16]1[CH:15]=[CH:14][C:13]([S:10]([CH2:8][CH2:9][N:5]2[C:4](=[O:6])[CH2:3][CH2:2][C:1]2=[O:7])(=[O:12])=[O:11])=[CH:18][CH:17]=1. Given the reactants [C:1]1(=[O:7])[NH:5][C:4](=[O:6])[CH2:3][CH2:2]1.[CH:8]([S:10]([C:13]1[CH:18]=[CH:17][C:16]([NH2:19])=[CH:15][CH:14]=1)(=[O:12])=[O:11])=[CH2:9].[OH-].C([N+](CCCC)(CCCC)CCCC)CCC, predict the reaction product. (4) Given the reactants [NH2:1][C:2]1[CH:10]=[CH:9][C:8]([F:11])=[CH:7][C:3]=1[C:4]([OH:6])=[O:5].[Br:12]Br, predict the reaction product. The product is: [NH2:1][C:2]1[C:10]([Br:12])=[CH:9][C:8]([F:11])=[CH:7][C:3]=1[C:4]([OH:6])=[O:5]. (5) Given the reactants [CH2:1]([O:8][C:9](=[O:24])[NH:10][CH:11]([C:13]1[CH:18]=[C:17]([Cl:19])[C:16]([CH3:20])=[C:15](Br)[C:14]=1[O:22][CH3:23])[CH3:12])[C:2]1[CH:7]=[CH:6][CH:5]=[CH:4][CH:3]=1.CC1(C)C(C)(C)OB([C:33]2[CH2:34][CH2:35][N:36]([C:39]([O:41][C:42]([CH3:45])([CH3:44])[CH3:43])=[O:40])[CH2:37][CH:38]=2)O1.C(=O)([O-])[O-].[Na+].[Na+].ClCCl.N#N, predict the reaction product. The product is: [CH2:1]([O:8][C:9]([NH:10][CH:11]([C:13]1[C:14]([O:22][CH3:23])=[C:15]([C:33]2[CH2:38][CH2:37][N:36]([C:39]([O:41][C:42]([CH3:45])([CH3:44])[CH3:43])=[O:40])[CH2:35][CH:34]=2)[C:16]([CH3:20])=[C:17]([Cl:19])[CH:18]=1)[CH3:12])=[O:24])[C:2]1[CH:7]=[CH:6][CH:5]=[CH:4][CH:3]=1. (6) Given the reactants [CH:1]([N:4]1[C:8]2[CH:9]=[CH:10][CH:11]=[CH:12][C:7]=2[N:6]([CH2:13][C:14]2[N:18]([CH2:19][CH2:20][CH:21]([CH3:23])[CH3:22])[C:17]3[CH:24]=[CH:25][CH:26]=[C:27]([CH:28]=O)[C:16]=3[N:15]=2)[C:5]1=[O:30])([CH3:3])[CH3:2].[OH-].[K+].[Cl-].[NH4+].[C:35](#[N:37])[CH3:36], predict the reaction product. The product is: [CH:1]([N:4]1[C:8]2[CH:9]=[CH:10][CH:11]=[CH:12][C:7]=2[N:6]([CH2:13][C:14]2[N:18]([CH2:19][CH2:20][CH:21]([CH3:23])[CH3:22])[C:17]3[CH:24]=[CH:25][CH:26]=[C:27]([CH:28]=[CH:36][C:35]#[N:37])[C:16]=3[N:15]=2)[C:5]1=[O:30])([CH3:3])[CH3:2]. (7) Given the reactants ClC1C=C(C=CC=1)C(O)=[O:6].[F:11][C:12]1[C:17]([CH:18]([CH3:20])[CH3:19])=[CH:16][C:15]([C:21]2[CH:26]=[CH:25][C:24]([C:27]([F:30])([F:29])[F:28])=[CH:23][C:22]=2[CH2:31][N:32]2[C@@H:36]([CH3:37])[C@@H:35]([C:38]3[CH:43]=[CH:42][N:41]=[CH:40][CH:39]=3)[O:34][C:33]2=[O:44])=[C:14]([O:45][CH3:46])[CH:13]=1, predict the reaction product. The product is: [F:11][C:12]1[C:17]([CH:18]([CH3:19])[CH3:20])=[CH:16][C:15]([C:21]2[CH:26]=[CH:25][C:24]([C:27]([F:30])([F:28])[F:29])=[CH:23][C:22]=2[CH2:31][N:32]2[C@@H:36]([CH3:37])[C@@H:35]([C:38]3[CH:43]=[CH:42][N+:41]([O-:6])=[CH:40][CH:39]=3)[O:34][C:33]2=[O:44])=[C:14]([O:45][CH3:46])[CH:13]=1. (8) Given the reactants Br[C:2]1[C:3]([CH:16]=[O:17])=[CH:4][C:5]2[C:6]([CH3:15])([CH3:14])[CH2:7][CH2:8][C:9]([CH3:13])([CH3:12])[C:10]=2[CH:11]=1.C([Sn](C[CH2:43][CH2:44][CH3:45])(CCCC)/C=C/[Sn](CCCC)(CCCC)CCCC)CCC.BrC1[N:52]=[CH:51][CH:50]=[CH:49][N:48]=1, predict the reaction product. The product is: [N:48]1[CH:49]=[CH:50][CH:51]=[N:52][C:43]=1/[CH:44]=[CH:45]/[C:2]1[C:3]([CH:16]=[O:17])=[CH:4][C:5]2[C:6]([CH3:15])([CH3:14])[CH2:7][CH2:8][C:9]([CH3:13])([CH3:12])[C:10]=2[CH:11]=1. (9) Given the reactants [Cl:1][CH2:2][CH2:3][CH2:4][CH:5]1[C:9](=O)[CH:8]=[C:7]([O:11]CC(C)C)[CH2:6]1.[CH3:16][O:17][C:18]1[CH:23]=[CH:22][C:21]([Mg]Br)=[CH:20][CH:19]=1, predict the reaction product. The product is: [Cl:1][CH2:2][CH2:3][CH2:4][CH:5]1[CH2:6][C:7](=[O:11])[CH:8]=[C:9]1[C:21]1[CH:22]=[CH:23][C:18]([O:17][CH3:16])=[CH:19][CH:20]=1. (10) Given the reactants [CH3:1][O:2][C:3]([C:5]1([O:8][C:9]2[CH:14]=[CH:13][C:12]([N+:15]([O-])=O)=[C:11]([F:18])[CH:10]=2)[CH2:7][CH2:6]1)=[O:4].C(OCC)(=O)C, predict the reaction product. The product is: [CH3:1][O:2][C:3]([C:5]1([O:8][C:9]2[CH:14]=[CH:13][C:12]([NH2:15])=[C:11]([F:18])[CH:10]=2)[CH2:7][CH2:6]1)=[O:4].